From a dataset of Full USPTO retrosynthesis dataset with 1.9M reactions from patents (1976-2016). Predict the reactants needed to synthesize the given product. (1) Given the product [OH:1][C:2]([C:25]1[N:26]=[N:27][N:28]([CH2:30][O:31][CH2:32][CH2:33][Si:34]([CH3:37])([CH3:35])[CH3:36])[CH:29]=1)([CH3:24])[C:3]#[C:4][C:5]1[CH:6]=[C:7]([N:11]2[C:19]3[C:14](=[CH:15][CH:16]=[CH:17][CH:18]=3)[C:13]([C:20]([NH2:38])=[O:22])=[N:12]2)[CH:8]=[CH:9][CH:10]=1, predict the reactants needed to synthesize it. The reactants are: [OH:1][C:2]([C:25]1[N:26]=[N:27][N:28]([CH2:30][O:31][CH2:32][CH2:33][Si:34]([CH3:37])([CH3:36])[CH3:35])[CH:29]=1)([CH3:24])[C:3]#[C:4][C:5]1[CH:6]=[C:7]([N:11]2[C:19]3[C:14](=[CH:15][CH:16]=[CH:17][CH:18]=3)[C:13]([C:20]([O:22]C)=O)=[N:12]2)[CH:8]=[CH:9][CH:10]=1.[NH3:38]. (2) Given the product [C:35]([CH:37]1[CH2:38][CH2:39][N:40]([C:43]2[N:48]=[CH:47][C:46]([NH:49][C:50]3[N:55]=[C:54]([C:56]4[S:60][C:59]([CH:61]([CH3:63])[CH3:62])=[N:58][C:57]=4[C:64]4[CH:65]=[CH:66][C:67]([F:82])=[C:68]([NH:70][S:71]([C:74]5[C:79]([F:80])=[CH:78][CH:77]=[CH:76][C:75]=5[F:81])(=[O:73])=[O:72])[CH:69]=4)[CH:53]=[CH:52][N:51]=3)=[CH:45][CH:44]=2)[CH2:41][CH2:42]1)#[N:36], predict the reactants needed to synthesize it. The reactants are: ClC1N=C(C2SC(C(C)C)=NC=2C2C=CC(F)=C(NS(C3C(F)=CC=CC=3F)(=O)=O)C=2)C=CN=1.[C:35]([CH:37]1[CH2:42][CH2:41][N:40]([C:43]2[N:48]=[CH:47][C:46]([NH:49][C:50]3[N:55]=[C:54]([C:56]4[S:60][C:59]([CH:61]([CH3:63])[CH3:62])=[N:58][C:57]=4[C:64]4[CH:65]=[CH:66][C:67]([F:82])=[C:68]([NH:70][S:71]([C:74]5[C:79]([F:80])=[CH:78][CH:77]=[CH:76][C:75]=5[F:81])(=[O:73])=[O:72])[CH:69]=4)[CH:53]=[CH:52][N:51]=3)=[CH:45][CH:44]=2)[CH2:39][CH2:38]1)#[N:36].NC1C=CC(N2CCC(C#N)CC2)=NC=1.Cl.O1CCOCC1.